Dataset: HIV replication inhibition screening data with 41,000+ compounds from the AIDS Antiviral Screen. Task: Binary Classification. Given a drug SMILES string, predict its activity (active/inactive) in a high-throughput screening assay against a specified biological target. (1) The compound is O=C(c1ccccc1)C1C(c2ccccc2)SC(c2ccccc2)CC1(O)c1ccccc1. The result is 0 (inactive). (2) The drug is Cc1cn(C2CC(N=[N+]=[N-])C(COC(=O)CCCCCCCCCc3ccccc3)O2)c(=O)[nH]c1=O. The result is 1 (active). (3) The molecule is COC(=O)c1cc(C(=O)OC)c(CC(=O)C(=O)Nc2ccc(Cl)c(C(F)(F)F)c2)nc1CC(=O)C(=O)Nc1ccc(Cl)c(C(F)(F)F)c1. The result is 0 (inactive). (4) The compound is CCN(CC)C(=O)Cn1c(-c2ccccc2)cc2ccccc21. The result is 0 (inactive). (5) The molecule is CCN(CC)CCn1c2ccccc2c(=O)c2c(O)ccc(O)c21. The result is 0 (inactive). (6) The drug is COc1c(Cl)cc(C(=Cc2c(F)c(F)c(F)c(F)c2F)c2cc(Cl)c(OC)c(C(=O)O)c2)cc1C(=O)O.N. The result is 1 (active).